This data is from Peptide-MHC class I binding affinity with 185,985 pairs from IEDB/IMGT. The task is: Regression. Given a peptide amino acid sequence and an MHC pseudo amino acid sequence, predict their binding affinity value. This is MHC class I binding data. (1) The peptide sequence is DYIYLPLLK. The MHC is HLA-A69:01 with pseudo-sequence HLA-A69:01. The binding affinity (normalized) is 0.0847. (2) The MHC is HLA-A33:01 with pseudo-sequence HLA-A33:01. The peptide sequence is VLAAECTIFK. The binding affinity (normalized) is 0.607. (3) The peptide sequence is SPAIFQCSM. The MHC is HLA-B08:01 with pseudo-sequence HLA-B08:01. The binding affinity (normalized) is 0.296. (4) The peptide sequence is EAQEDEEHY. The MHC is Mamu-B17 with pseudo-sequence Mamu-B17. The binding affinity (normalized) is 0. (5) The MHC is HLA-B08:02 with pseudo-sequence HLA-B08:02. The peptide sequence is MSSAAHLLY. The binding affinity (normalized) is 0.0847. (6) The peptide sequence is AQRPAKYSY. The MHC is HLA-A03:01 with pseudo-sequence HLA-A03:01. The binding affinity (normalized) is 0.0847. (7) The binding affinity (normalized) is 0.135. The peptide sequence is IFMRDWNSK. The MHC is HLA-A03:01 with pseudo-sequence HLA-A03:01.